This data is from Full USPTO retrosynthesis dataset with 1.9M reactions from patents (1976-2016). The task is: Predict the reactants needed to synthesize the given product. (1) Given the product [CH3:31][S:32]([O:27][CH2:26][C:23]1[N:22]=[CH:21][C:20]2[N:19]=[CH:18][N:17]([C:15]3[S:14][C:13]([C:28](=[O:29])[NH2:30])=[C:12]([O:11][CH2:8][CH2:3][CH2:2][C:7]4[CH:6]=[CH:5][CH:37]=[CH:36][C:44]=4[Cl:45])[CH:16]=3)[C:25]=2[CH:24]=1)(=[O:34])=[O:33], predict the reactants needed to synthesize it. The reactants are: Cl[C:2]1[CH:7]=[CH:6][CH:5]=C[C:3]=1[CH:8]([O:11][C:12]1[CH:16]=[C:15]([N:17]2[C:25]3[CH:24]=[C:23]([CH2:26][OH:27])[N:22]=[CH:21][C:20]=3[N:19]=[CH:18]2)[S:14][C:13]=1[C:28]([NH2:30])=[O:29])CC.[CH3:31][S:32](Cl)(=[O:34])=[O:33].[CH2:36](N(CC)CC)[CH3:37].Cl[CH2:44][Cl:45]. (2) Given the product [OH:33][CH2:32][CH2:31][N:30]([CH2:34][CH2:35][OH:36])[C:2]1[CH:19]=[CH:18][C:17]([N+:20]([O-:22])=[O:21])=[CH:16][C:3]=1[C:4]([NH:6][CH2:7][CH2:8][O:9][CH:10]1[CH2:15][CH2:14][CH2:13][CH2:12][O:11]1)=[O:5], predict the reactants needed to synthesize it. The reactants are: F[C:2]1[CH:19]=[CH:18][C:17]([N+:20]([O-:22])=[O:21])=[CH:16][C:3]=1[C:4]([NH:6][CH2:7][CH2:8][O:9][CH:10]1[CH2:15][CH2:14][CH2:13][CH2:12][O:11]1)=[O:5].CCN(CC)CC.[NH:30]([CH2:34][CH2:35][OH:36])[CH2:31][CH2:32][OH:33]. (3) Given the product [CH3:1][C:2]1[C:10]2[C:5](=[CH:6][CH:7]=[CH:8][C:9]=2[NH:11][C:12]([C:14]2[N:18]3[CH:19]=[CH:20][C:21]([O:23][CH2:24][CH2:25][N:26]4[CH2:31][CH2:30][NH:29][CH2:28][CH2:27]4)=[CH:22][C:17]3=[N:16][CH:15]=2)=[O:13])[N:4]([CH2:39][C:40]2[CH:45]=[CH:44][CH:43]=[C:42]([CH3:46])[N:41]=2)[N:3]=1, predict the reactants needed to synthesize it. The reactants are: [CH3:1][C:2]1[C:10]2[C:5](=[CH:6][CH:7]=[CH:8][C:9]=2[NH:11][C:12]([C:14]2[N:18]3[CH:19]=[CH:20][C:21]([O:23][CH2:24][CH2:25][N:26]4[CH2:31][CH2:30][N:29](C(OC(C)(C)C)=O)[CH2:28][CH2:27]4)=[CH:22][C:17]3=[N:16][CH:15]=2)=[O:13])[N:4]([CH2:39][C:40]2[CH:45]=[CH:44][CH:43]=[C:42]([CH3:46])[N:41]=2)[N:3]=1.Cl. (4) Given the product [F:4][C:2]([C:5]1[O:9][C:8]([CH2:10][N:11]2[CH:15]=[CH:14][C:13]([NH:16][C:31]([C:26]3[N:27]=[C:28]([CH3:30])[O:29][C:25]=3[C:21]3[CH:22]=[CH:23][CH:24]=[C:19]([O:18][CH3:17])[CH:20]=3)=[O:32])=[N:12]2)=[CH:7][CH:6]=1)([F:1])[CH3:3], predict the reactants needed to synthesize it. The reactants are: [F:1][C:2]([C:5]1[O:9][C:8]([CH2:10][N:11]2[CH:15]=[CH:14][C:13]([NH2:16])=[N:12]2)=[CH:7][CH:6]=1)([F:4])[CH3:3].[CH3:17][O:18][C:19]1[CH:20]=[C:21]([C:25]2[O:29][C:28]([CH3:30])=[N:27][C:26]=2[C:31](O)=[O:32])[CH:22]=[CH:23][CH:24]=1. (5) Given the product [O:1]1[C:6]2[CH:7]=[CH:8][C:9]([NH:11][C:12]3[C:17]([F:18])=[CH:16][N:15]=[C:14]([NH:19][C:20]4[CH:25]=[CH:24][CH:23]=[C:22]([OH:26])[CH:21]=4)[N:13]=3)=[CH:10][C:5]=2[NH:4][C:3](=[S:29])[CH2:2]1, predict the reactants needed to synthesize it. The reactants are: [O:1]1[C:6]2[CH:7]=[CH:8][C:9]([NH:11][C:12]3[C:17]([F:18])=[CH:16][N:15]=[C:14]([NH:19][C:20]4[CH:25]=[CH:24][CH:23]=[C:22]([OH:26])[CH:21]=4)[N:13]=3)=[CH:10][C:5]=2[NH:4][C:3](=O)[CH2:2]1.P12(SP3(SP(SP(S3)(S1)=S)(=S)S2)=S)=[S:29].Cl. (6) Given the product [CH2:38]([C:41]1[CH:42]=[C:43]([CH2:44][NH:45][C:31](=[O:33])[C:30]2[CH:34]=[CH:35][CH:36]=[N:37][C:29]=2[NH2:28])[CH:46]=[CH:47][CH:48]=1)[CH2:39][CH3:40], predict the reactants needed to synthesize it. The reactants are: CN([P+](ON1N=NC2C=CC=CC1=2)(N(C)C)N(C)C)C.F[P-](F)(F)(F)(F)F.[NH2:28][C:29]1[N:37]=[CH:36][CH:35]=[CH:34][C:30]=1[C:31]([OH:33])=O.[CH2:38]([C:41]1[CH:42]=[C:43]([CH:46]=[CH:47][CH:48]=1)[CH2:44][NH2:45])[CH2:39][CH3:40].C(=O)(O)[O-].[Na+]. (7) Given the product [F:11][C:6]1[C:7]([N+:8]([O-:10])=[O:9])=[C:2]([NH:39][CH:36]2[CH2:35][CH2:34][N:33]([C@H:30]3[CH2:31][CH2:32][C@H:27]([O:26][CH2:24][CH3:25])[CH2:28][CH2:29]3)[CH2:38][CH2:37]2)[CH:3]=[C:4]([CH3:12])[CH:5]=1, predict the reactants needed to synthesize it. The reactants are: F[C:2]1[CH:3]=[C:4]([CH3:12])[CH:5]=[C:6]([F:11])[C:7]=1[N+:8]([O-:10])=[O:9].C(N(C(C)C)CC)(C)C.Cl.Cl.[CH2:24]([O:26][C@H:27]1[CH2:32][CH2:31][C@H:30]([N:33]2[CH2:38][CH2:37][CH:36]([NH2:39])[CH2:35][CH2:34]2)[CH2:29][CH2:28]1)[CH3:25].